From a dataset of Forward reaction prediction with 1.9M reactions from USPTO patents (1976-2016). Predict the product of the given reaction. (1) Given the reactants [Cl:1][C:2]1[CH:7]=[CH:6][C:5]([C@@H:8]([N:17]2[CH2:20][CH:19]([C@H:21]([C:26]3[CH:31]=[C:30](F)[CH:29]=[C:28]([F:33])[CH:27]=3)[C:22]([F:25])([CH3:24])[CH3:23])[CH2:18]2)[C:9]2[CH:10]=[C:11]([CH:14]=[CH:15][CH:16]=2)[C:12]#[N:13])=[CH:4][CH:3]=1.[NH:34]1[CH:38]=[CH:37][N:36]=[CH:35]1.C([O-])([O-])=O.[K+].[K+].CCOCC, predict the reaction product. The product is: [Cl:1][C:2]1[CH:3]=[CH:4][C:5]([C@@H:8]([N:17]2[CH2:18][CH:19]([C@H:21]([C:26]3[CH:31]=[C:30]([N:34]4[CH:38]=[CH:37][N:36]=[CH:35]4)[CH:29]=[C:28]([F:33])[CH:27]=3)[C:22]([F:25])([CH3:23])[CH3:24])[CH2:20]2)[C:9]2[CH:10]=[C:11]([CH:14]=[CH:15][CH:16]=2)[C:12]#[N:13])=[CH:6][CH:7]=1. (2) Given the reactants [O:1]=[S:2]1(=[O:30])[CH2:7][CH2:6][N:5]([C:8]([C:10]2[NH:11][C:12]3[C:17]([CH:18]=2)=[CH:16][C:15]([C:19]([N:21]2[CH2:26][CH2:25][N:24]([CH:27]([CH3:29])[CH3:28])[CH2:23][CH2:22]2)=[O:20])=[CH:14][CH:13]=3)=[O:9])[CH2:4][CH2:3]1.[CH3:31][S:32]([C:35]1[CH:36]=[C:37](B(O)O)[CH:38]=[CH:39][CH:40]=1)(=[O:34])=[O:33].N1C=CC=CC=1, predict the reaction product. The product is: [O:30]=[S:2]1(=[O:1])[CH2:7][CH2:6][N:5]([C:8]([C:10]2[N:11]([C:39]3[CH:38]=[CH:37][CH:36]=[C:35]([S:32]([CH3:31])(=[O:34])=[O:33])[CH:40]=3)[C:12]3[C:17]([CH:18]=2)=[CH:16][C:15]([C:19]([N:21]2[CH2:22][CH2:23][N:24]([CH:27]([CH3:28])[CH3:29])[CH2:25][CH2:26]2)=[O:20])=[CH:14][CH:13]=3)=[O:9])[CH2:4][CH2:3]1. (3) Given the reactants [F:1][C:2]([F:36])([F:35])[C:3]1[CH:4]=[C:5]([C:13]2([C:31]([F:34])([F:33])[F:32])[CH2:17][CH2:16][N:15]([C:18]3[CH:26]=[C:25]([C:27]([F:30])([F:29])[F:28])[C:21]([C:22](O)=[O:23])=[CH:20][N:19]=3)[CH2:14]2)[CH:6]=[C:7]([C:9]([F:12])([F:11])[F:10])[CH:8]=1.C(Cl)(=O)C(Cl)=O, predict the reaction product. The product is: [F:36][C:2]([F:1])([F:35])[C:3]1[CH:4]=[C:5]([C:13]2([C:31]([F:32])([F:33])[F:34])[CH2:17][CH2:16][N:15]([C:18]3[N:19]=[CH:20][C:21]([CH2:22][OH:23])=[C:25]([C:27]([F:28])([F:29])[F:30])[CH:26]=3)[CH2:14]2)[CH:6]=[C:7]([C:9]([F:12])([F:11])[F:10])[CH:8]=1. (4) The product is: [CH3:1][N:2]1[N:10]=[C:9]([C:11]([NH:13][CH:14]2[CH2:21][CH:20]3[N:22]([CH3:23])[CH:16]([CH2:17][CH2:18][CH2:19]3)[CH2:15]2)=[O:12])[C:8]2[CH:7]=[CH:6][CH:5]=[CH:4][C:3]1=2.[ClH:24]. Given the reactants [CH3:1][N:2]1[N:10]=[C:9]([C:11]([NH:13][CH:14]2[CH2:21][CH:20]3[N:22]([CH3:23])[CH:16]([CH2:17][CH2:18][CH2:19]3)[CH2:15]2)=[O:12])[C:8]2[CH:7]=[CH:6][CH:5]=[CH:4][C:3]1=2.[ClH:24], predict the reaction product. (5) Given the reactants N[C@H](CC1C=CC=CC=1)CO.[Br:12][C:13]1[S:17][CH:16]=[C:15]([C@@H:18]2[CH2:20][C@H:19]2[C:21]([O-:23])=[O:22])[CH:14]=1.Cl, predict the reaction product. The product is: [Br:12][C:13]1[S:17][CH:16]=[C:15]([C@@H:18]2[CH2:20][C@H:19]2[C:21]([OH:23])=[O:22])[CH:14]=1. (6) Given the reactants Br[C:2]1[N:6]2[N:7]=[C:8]([NH:11][CH2:12][CH2:13][CH2:14][N:15]3[CH2:20][CH2:19][O:18][CH2:17][CH2:16]3)[CH:9]=[CH:10][C:5]2=[N:4][CH:3]=1.[ClH:21].CCO[CH2:25][CH3:26], predict the reaction product. The product is: [ClH:21].[C:8]([C:2]1[N:6]2[N:7]=[C:8]([NH:11][CH2:12][CH2:13][CH2:14][N:15]3[CH2:20][CH2:19][O:18][CH2:17][CH2:16]3)[CH:9]=[CH:10][C:5]2=[N:4][CH:3]=1)#[C:9][CH2:10][CH2:5][CH2:25][CH3:26].